Dataset: Reaction yield outcomes from USPTO patents with 853,638 reactions. Task: Predict the reaction yield, written as a fraction of the theoretical maximum amount of product (1.0 means a 100% yield; for example, 0.34 means a 34% yield). (1) The reactants are ClC1C=C(C(N)C)C2OCCOC=2C=1.FC1C=C(F)C=CC=1S(C)(=O)=O.C(N(C(C)C)CC)(C)C.[Cl:36][C:37]1[CH:46]=[C:45]([CH:47]([NH:49][C:50]2[CH:55]=[C:54](F)[CH:53]=[CH:52][C:51]=2[S:57]([CH3:60])(=[O:59])=[O:58])[CH3:48])[C:40]2[O:41][CH2:42][CH2:43][O:44][C:39]=2[CH:38]=1.[NH:61]1[CH2:66][CH2:65][NH:64][CH2:63][CH2:62]1. The catalyst is CN(C)C=O.C(#N)C.O. The product is [Cl:36][C:37]1[CH:46]=[C:45]([CH:47]([NH:49][C:50]2[CH:55]=[C:54]([N:61]3[CH2:66][CH2:65][NH:64][CH2:63][CH2:62]3)[CH:53]=[CH:52][C:51]=2[S:57]([CH3:60])(=[O:59])=[O:58])[CH3:48])[C:40]2[O:41][CH2:42][CH2:43][O:44][C:39]=2[CH:38]=1. The yield is 0.800. (2) The reactants are C(O[C:4](=[O:22])[C:5](=[CH:11][NH:12][C:13]1[CH:18]=[C:17]([O:19][CH3:20])[CH:16]=[CH:15][C:14]=1[Br:21])[C:6]([O:8][CH2:9][CH3:10])=[O:7])C.C(=O)(O)[O-].[Na+]. The catalyst is C(O)C. The product is [CH2:9]([O:8][C:6]([C:5]1[C:4](=[O:22])[C:18]2[C:13](=[C:14]([Br:21])[CH:15]=[CH:16][C:17]=2[O:19][CH3:20])[NH:12][CH:11]=1)=[O:7])[CH3:10]. The yield is 0.300. (3) The yield is 0.870. The product is [Si:28]([O:35][CH:36]([CH3:50])[C:37]([CH3:49])([CH3:48])[O:38][C:39]1[CH:40]=[CH:41][C:42]([N:4]2[C:5](=[O:27])[C:6]([CH2:12][C:13]3[CH:18]=[CH:17][C:16]([C:19]4[C:20]([C:25]#[N:26])=[CH:21][CH:22]=[CH:23][CH:24]=4)=[CH:15][CH:14]=3)=[C:7]([CH2:9][CH2:10][CH3:11])[N:8]=[C:3]2[CH2:1][CH3:2])=[CH:43][CH:44]=1)([C:31]([CH3:34])([CH3:33])[CH3:32])([CH3:30])[CH3:29]. The reactants are [CH2:1]([C:3]1[NH:4][C:5](=[O:27])[C:6]([CH2:12][C:13]2[CH:18]=[CH:17][C:16]([C:19]3[C:20]([C:25]#[N:26])=[CH:21][CH:22]=[CH:23][CH:24]=3)=[CH:15][CH:14]=2)=[C:7]([CH2:9][CH2:10][CH3:11])[N:8]=1)[CH3:2].[Si:28]([O:35][CH:36]([CH3:50])[C:37]([CH3:49])([CH3:48])[O:38][C:39]1[CH:44]=[CH:43][C:42](B(O)O)=[CH:41][CH:40]=1)([C:31]([CH3:34])([CH3:33])[CH3:32])([CH3:30])[CH3:29].C(N(CC)CC)C.N1C=CC=CC=1. The catalyst is ClCCl.C(OCC)(=O)C.C([O-])(=O)C.[Cu+2].C([O-])(=O)C. (4) The reactants are [Cl-].[Al+3].[Cl-].[Cl-].[C:5](Cl)(=[O:7])[CH3:6].[Cl:9][C:10]1[CH:19]=[CH:18][C:17]([CH3:20])=[C:16]2[C:11]=1[C:12]([CH3:22])([CH3:21])[CH2:13][CH2:14][S:15]2. The catalyst is C(Cl)Cl. The product is [C:5]([C:19]1[C:10]([Cl:9])=[C:11]2[C:16](=[C:17]([CH3:20])[CH:18]=1)[S:15][CH2:14][CH2:13][C:12]2([CH3:22])[CH3:21])(=[O:7])[CH3:6]. The yield is 0.560. (5) The reactants are [F:1][C:2]1[CH:3]=[C:4]2[C:9](=[CH:10][CH:11]=1)[CH2:8][NH:7][CH:6]([C:12]([O:14][CH3:15])=[O:13])[CH2:5]2.[CH2:16](Cl)[C:17]1[CH:22]=[CH:21][CH:20]=[CH:19][CH:18]=1.C(=O)([O-])[O-].[K+].[K+].O. The catalyst is C(#N)C. The product is [CH2:16]([N:7]1[CH:6]([C:12]([O:14][CH3:15])=[O:13])[CH2:5][C:4]2[C:9](=[CH:10][CH:11]=[C:2]([F:1])[CH:3]=2)[CH2:8]1)[C:17]1[CH:22]=[CH:21][CH:20]=[CH:19][CH:18]=1. The yield is 0.460. (6) The reactants are [Cl:1][C:2]1[CH:3]=[C:4]([CH:15]=[CH:16][C:17]=1[N+:18]([O-])=O)[C:5]([NH:7][CH:8]1[CH2:13][CH2:12][N:11]([CH3:14])[CH2:10][CH2:9]1)=[O:6].CCO. The catalyst is [Pt].C(Cl)Cl. The product is [NH2:18][C:17]1[CH:16]=[CH:15][C:4]([C:5]([NH:7][CH:8]2[CH2:9][CH2:10][N:11]([CH3:14])[CH2:12][CH2:13]2)=[O:6])=[CH:3][C:2]=1[Cl:1]. The yield is 1.00. (7) The reactants are [CH2:1]([O:3][C:4]([C:6]1[CH:11]=[CH:10][C:9]([Zn]I)=[CH:8][CH:7]=1)=[O:5])[CH3:2].[CH:14]1([C:17](Cl)=[O:18])[CH2:16][CH2:15]1. The yield is 0.710. The product is [CH:14]1([C:17]([C:9]2[CH:10]=[CH:11][C:6]([C:4]([O:3][CH2:1][CH3:2])=[O:5])=[CH:7][CH:8]=2)=[O:18])[CH2:16][CH2:15]1. The catalyst is C1COCC1.Cl[Pd](Cl)(P(C1C=CC=CC=1)(C1C=CC=CC=1)C1C=CC=CC=1)P(C1C=CC=CC=1)(C1C=CC=CC=1)C1C=CC=CC=1. (8) The reactants are C([O-])([O-])=O.[Cs+].[Cs+].[OH:7][C:8]1[C:13]2[S:14][CH:15]=[CH:16][C:12]=2[CH:11]=[C:10]([C:17]([O:19]CC)=O)[CH:9]=1.[F:22][C:23]1[CH:33]=[C:32](F)[CH:31]=[CH:30][C:24]=1[C:25]([N:27]([CH3:29])[CH3:28])=[O:26].[CH3:35][N:36]1[CH:40]=[CH:39][C:38]([NH2:41])=[N:37]1.CN(C(ON1N=NC2C=CC=NC1=2)=[N+](C)C)C.F[P-](F)(F)(F)(F)F. The catalyst is CN(C=O)C. The product is [CH3:28][N:27]([CH3:29])[C:25]([C:24]1[CH:30]=[CH:31][C:32]([O:7][C:8]2[C:13]3[S:14][CH:15]=[CH:16][C:12]=3[CH:11]=[C:10]([C:17]([NH:41][C:38]3[CH:39]=[CH:40][N:36]([CH3:35])[N:37]=3)=[O:19])[CH:9]=2)=[CH:33][C:23]=1[F:22])=[O:26]. The yield is 0.190. (9) The yield is 1.00. The reactants are [CH2:1]([C@H:3]1[C:7]2=[N:8][CH:9]=[C:10]([C:12](=[O:28])[NH:13][C@H:14]([C:17]3[CH:22]=[CH:21][C:20]([S:23]([CH2:26][CH3:27])(=[O:25])=[O:24])=[CH:19][CH:18]=3)[CH2:15][OH:16])[CH:11]=[C:6]2[CH2:5][N:4]1C(OC(C)(C)C)=O)[CH3:2].Cl.C(OCC)(=O)C. The catalyst is C(Cl)Cl. The product is [CH2:1]([C@H:3]1[C:7]2=[N:8][CH:9]=[C:10]([C:12]([NH:13][C@H:14]([C:17]3[CH:22]=[CH:21][C:20]([S:23]([CH2:26][CH3:27])(=[O:25])=[O:24])=[CH:19][CH:18]=3)[CH2:15][OH:16])=[O:28])[CH:11]=[C:6]2[CH2:5][NH:4]1)[CH3:2]. (10) The reactants are [CH3:1][O:2][C:3]1[CH:8]=[CH:7][C:6]([C:9](=[O:12])[CH2:10][CH3:11])=[CH:5][CH:4]=1.[CH2:13](O)[CH2:14][OH:15]. The catalyst is C1(C)C=CC=CC=1.O.C1(C)C=CC(S(O)(=O)=O)=CC=1. The product is [CH2:10]([C:9]1([C:6]2[CH:7]=[CH:8][C:3]([O:2][CH3:1])=[CH:4][CH:5]=2)[O:15][CH2:14][CH2:13][O:12]1)[CH3:11]. The yield is 0.580.